Dataset: Forward reaction prediction with 1.9M reactions from USPTO patents (1976-2016). Task: Predict the product of the given reaction. Given the reactants C([Li])CCC.CCCCCC.[Si:12]([O:19][CH2:20][CH2:21][CH2:22][CH2:23][CH:24]([C:35]1[CH:40]=[C:39]([F:41])[CH:38]=[CH:37][C:36]=1[F:42])[S:25]([C:28]1[CH:33]=[CH:32][C:31]([Cl:34])=[CH:30][CH:29]=1)(=[O:27])=[O:26])([C:15]([CH3:18])([CH3:17])[CH3:16])([CH3:14])[CH3:13].[Si:43]([O:50][CH2:51][CH2:52][CH2:53][CH2:54]I)([C:46]([CH3:49])([CH3:48])[CH3:47])([CH3:45])[CH3:44], predict the reaction product. The product is: [Si:12]([O:19][CH2:20][CH2:21][CH2:22][CH2:23][C:24]([C:35]1[CH:40]=[C:39]([F:41])[CH:38]=[CH:37][C:36]=1[F:42])([CH2:54][CH2:53][CH2:52][CH2:51][O:50][Si:43]([C:46]([CH3:47])([CH3:49])[CH3:48])([CH3:44])[CH3:45])[S:25]([C:28]1[CH:29]=[CH:30][C:31]([Cl:34])=[CH:32][CH:33]=1)(=[O:27])=[O:26])([C:15]([CH3:18])([CH3:17])[CH3:16])([CH3:14])[CH3:13].